Predict the reaction yield, written as a fraction of the theoretical maximum amount of product (1.0 means a 100% yield; for example, 0.34 means a 34% yield). From a dataset of Reaction yield outcomes from USPTO patents with 853,638 reactions. (1) The reactants are [C:1]12([CH2:11][NH:12][C:13](=O)[C@@H:14]([OH:21])[C:15]3[CH:20]=[CH:19][CH:18]=[CH:17][CH:16]=3)[CH2:10][CH:5]3[CH2:6][CH:7]([CH2:9][CH:3]([CH2:4]3)[CH2:2]1)[CH2:8]2.S(C)C. The catalyst is C1COCC1. The product is [C:1]12([CH2:11][NH:12][CH2:13][C@H:14]([C:15]3[CH:16]=[CH:17][CH:18]=[CH:19][CH:20]=3)[OH:21])[CH2:8][CH:7]3[CH2:6][CH:5]([CH2:4][CH:3]([CH2:9]3)[CH2:2]1)[CH2:10]2. The yield is 0.500. (2) The reactants are C(Cl)(=O)C(Cl)=O.CS(C)=O.[C:11]1([CH2:17][CH2:18][CH2:19][OH:20])[CH:16]=[CH:15][CH:14]=[CH:13][CH:12]=1.C(N(CC)CC)C. The catalyst is C(Cl)Cl.O. The product is [C:11]1([CH2:17][CH2:18][CH:19]=[O:20])[CH:16]=[CH:15][CH:14]=[CH:13][CH:12]=1. The yield is 0.470. (3) The reactants are [H-].[H-].[H-].[H-].[Li+].[Al+3].C([O:9][C:10]([C:12]1[N:13]([C:20]2[C:25]([Cl:26])=[CH:24][CH:23]=[CH:22][C:21]=2[Cl:27])[N:14]=[CH:15][C:16]=1[CH:17]1[CH2:19][CH2:18]1)=O)C. The catalyst is C1COCC1. The product is [CH:17]1([C:16]2[CH:15]=[N:14][N:13]([C:20]3[C:25]([Cl:26])=[CH:24][CH:23]=[CH:22][C:21]=3[Cl:27])[C:12]=2[CH2:10][OH:9])[CH2:19][CH2:18]1. The yield is 0.530. (4) The reactants are Cl.[NH2:2][C:3]1([CH3:11])[CH2:9][CH2:8][C:7](=[O:10])[NH:6][C:4]1=[O:5].[N+:12]([C:15]1[CH:25]=[CH:24][CH:23]=[C:17]2[C:18]([O:20][C:21](=O)[C:16]=12)=[O:19])([O-:14])=[O:13].C([O-])(=O)C.[Na+]. The catalyst is C(O)(=O)C. The product is [N+:12]([C:15]1[CH:25]=[CH:24][CH:23]=[C:17]2[C:18]([N:2]([C:3]3([CH3:11])[CH2:9][CH2:8][C:7](=[O:10])[NH:6][C:4]3=[O:5])[C:21](=[O:20])[C:16]=12)=[O:19])([O-:14])=[O:13]. The yield is 0.680. (5) The reactants are Br[CH2:2][C:3]1[CH:12]=[CH:11][C:6]([C:7]([O:9]C)=[O:8])=[CH:5][C:4]=1[O:13][CH3:14].Cl.[OH2:16]. No catalyst specified. The product is [OH:16][CH2:2][C:3]1[CH:12]=[CH:11][C:6]([C:7]([OH:9])=[O:8])=[CH:5][C:4]=1[O:13][CH3:14]. The yield is 0.350.